This data is from Forward reaction prediction with 1.9M reactions from USPTO patents (1976-2016). The task is: Predict the product of the given reaction. (1) Given the reactants [N:1]1[CH:6]=[CH:5][CH:4]=[CH:3][C:2]=1[C:7]([C:9]1([C:17]2[CH:22]=[C:21]([C:23]([F:26])([F:25])[F:24])[CH:20]=[CH:19][N:18]=2)[CH2:12][C:11]2([O:16][CH2:15][CH2:14][O:13]2)[CH2:10]1)=[O:8].[BH4-].[Na+].O, predict the reaction product. The product is: [N:1]1[CH:6]=[CH:5][CH:4]=[CH:3][C:2]=1[CH:7]([C:9]1([C:17]2[CH:22]=[C:21]([C:23]([F:25])([F:26])[F:24])[CH:20]=[CH:19][N:18]=2)[CH2:12][C:11]2([O:13][CH2:14][CH2:15][O:16]2)[CH2:10]1)[OH:8]. (2) The product is: [CH2:3]([O:5][CH2:6][C:7]1[N:8]([CH2:20][C:21]([O:23][CH2:26][CH2:25][S:27]([C:30]2[CH:35]=[CH:34][CH:33]=[CH:32][CH:31]=2)(=[O:28])=[O:29])([CH3:24])[CH3:22])[C:9]2[C:18]3[CH:17]=[CH:16][CH:15]=[CH:14][C:13]=3[N:12]=[CH:11][C:10]=2[N:19]=1)[CH3:4]. Given the reactants [H-].[Na+].[CH2:3]([O:5][CH2:6][C:7]1[N:8]([CH2:20][C:21]([CH3:24])([OH:23])[CH3:22])[C:9]2[C:18]3[CH:17]=[CH:16][CH:15]=[CH:14][C:13]=3[N:12]=[CH:11][C:10]=2[N:19]=1)[CH3:4].[CH:25]([S:27]([C:30]1[CH:35]=[CH:34][CH:33]=[CH:32][CH:31]=1)(=[O:29])=[O:28])=[CH2:26], predict the reaction product. (3) Given the reactants C1(P(C2C=CC=CC=2)C2C=CC=CC=2)C=CC=CC=1.[NH:20]1[CH2:25][CH2:24][CH2:23][CH:22]([CH:26](O)[CH2:27][CH3:28])[CH2:21]1.CCOC(/N=N/C(OCC)=O)=O.O1CCCCC1[N:48]1[C:56]2[C:51](=[CH:52][C:53]([C:57]3[N:61]=[CH:60][N:59](C(C4C=CC=CC=4)(C4C=CC=CC=4)C4C=CC=CC=4)[N:58]=3)=[CH:54][CH:55]=2)[C:50]([C:81]2[CH:82]=[C:83]([OH:87])[CH:84]=[CH:85][CH:86]=2)=[N:49]1.Cl, predict the reaction product. The product is: [NH:58]1[C:57]([C:53]2[CH:52]=[C:51]3[C:56](=[CH:55][CH:54]=2)[NH:48][N:49]=[C:50]3[C:81]2[CH:86]=[CH:85][CH:84]=[C:83]([O:87][CH2:28][CH2:27][CH2:26][CH:22]3[CH2:23][CH2:24][CH2:25][NH:20][CH2:21]3)[CH:82]=2)=[N:61][CH:60]=[N:59]1. (4) The product is: [CH3:18][C:19]1[C:20]2[N:21]([C:2]([CH:5]3[CH2:10][CH2:9][N:8]([C:11]([O:13][C:14]([CH3:17])([CH3:16])[CH3:15])=[O:12])[CH2:7][CH2:6]3)=[CH:3][N:25]=2)[CH:22]=[CH:23][CH:24]=1. Given the reactants Br[CH:2]([CH:5]1[CH2:10][CH2:9][N:8]([C:11]([O:13][C:14]([CH3:17])([CH3:16])[CH3:15])=[O:12])[CH2:7][CH2:6]1)[CH:3]=O.[CH3:18][C:19]1[C:20]([NH2:25])=[N:21][CH:22]=[CH:23][CH:24]=1, predict the reaction product. (5) Given the reactants Cl[C:2]1[N:3]=[C:4]([N:13]2[CH2:18][CH2:17][O:16][CH2:15][C@@H:14]2[CH3:19])[C:5]2[S:10][C:9]([CH:11]=O)=[CH:8][C:6]=2[N:7]=1.[BH-](OC(C)=O)(OC(C)=O)OC(C)=O.[Na+].[CH3:34][S:35]([N:38]1[CH2:43][CH2:42][NH:41][CH2:40][CH2:39]1)(=[O:37])=[O:36].COC(OC)OC.[NH2:51][C:52]1[N:57]=[CH:56][C:55](B2OC(C)(C)C(C)(C)O2)=[CH:54][N:53]=1.CC([O-])=O.[K+], predict the reaction product. The product is: [CH3:19][C@@H:14]1[N:13]([C:4]2[C:5]3[S:10][C:9]([CH2:11][N:41]4[CH2:42][CH2:43][N:38]([S:35]([CH3:34])(=[O:37])=[O:36])[CH2:39][CH2:40]4)=[CH:8][C:6]=3[N:7]=[C:2]([C:55]3[CH:54]=[N:53][C:52]([NH2:51])=[N:57][CH:56]=3)[N:3]=2)[CH2:18][CH2:17][O:16][CH2:15]1. (6) Given the reactants [CH:1]1([NH:4][CH2:5][C:6]2[CH:7]=[C:8]([CH:37]=[CH:38][CH:39]=2)[C:9]([NH:11][C:12]2[S:13][C:14]3[CH2:36][CH2:35][CH2:34][CH2:33][C:15]=3[C:16]=2[C:17]([NH:19][C:20]2[CH:25]=[CH:24][C:23]([CH2:26][C:27]3[CH:32]=[CH:31][N:30]=[CH:29][CH:28]=3)=[CH:22][CH:21]=2)=[O:18])=[O:10])[CH2:3][CH2:2]1.Cl[C:41](=[O:50])[CH2:42][CH2:43][CH2:44][C:45]([O:47][CH2:48][CH3:49])=[O:46], predict the reaction product. The product is: [CH:1]1([N:4]([CH2:5][C:6]2[CH:39]=[CH:38][CH:37]=[C:8]([C:9](=[O:10])[NH:11][C:12]3[S:13][C:14]4[CH2:36][CH2:35][CH2:34][CH2:33][C:15]=4[C:16]=3[C:17](=[O:18])[NH:19][C:20]3[CH:25]=[CH:24][C:23]([CH2:26][C:27]4[CH:28]=[CH:29][N:30]=[CH:31][CH:32]=4)=[CH:22][CH:21]=3)[CH:7]=2)[C:41](=[O:50])[CH2:42][CH2:43][CH2:44][C:45]([O:47][CH2:48][CH3:49])=[O:46])[CH2:2][CH2:3]1. (7) Given the reactants C([O:7][CH2:8][C@@H:9]([O:34][C:35]([CH3:38])([CH3:37])[CH3:36])[C:10]1[C:11]([C:27]2[CH:32]=[CH:31][C:30]([Cl:33])=[CH:29][CH:28]=2)=[C:12]2[C:17](=[CH:18][C:19]=1[CH3:20])[N:16]=[C:15]([C:21]1[CH:26]=[CH:25][CH:24]=[CH:23][N:22]=1)[CH:14]=[CH:13]2)(=O)C(C)(C)C.[OH-].[Na+], predict the reaction product. The product is: [C:35]([O:34][C@@H:9]([C:10]1[C:11]([C:27]2[CH:28]=[CH:29][C:30]([Cl:33])=[CH:31][CH:32]=2)=[C:12]2[C:17](=[CH:18][C:19]=1[CH3:20])[N:16]=[C:15]([C:21]1[CH:26]=[CH:25][CH:24]=[CH:23][N:22]=1)[CH:14]=[CH:13]2)[CH2:8][OH:7])([CH3:38])([CH3:36])[CH3:37].